Dataset: Forward reaction prediction with 1.9M reactions from USPTO patents (1976-2016). Task: Predict the product of the given reaction. The product is: [C:1]([O:5][C:6]([N:8]1[CH2:14][CH2:13][CH2:12][N:11]([C:15]([C:17]2[CH:18]=[C:19]3[C:23](=[CH:24][CH:25]=2)[NH:22][C:21]([C:26]([N:36]2[CH2:35][CH2:34][N:33]([C:31](=[O:32])[N:30]([CH3:29])[CH3:39])[CH2:38][CH2:37]2)=[O:28])=[CH:20]3)=[O:16])[CH2:10][CH2:9]1)=[O:7])([CH3:4])([CH3:3])[CH3:2]. Given the reactants [C:1]([O:5][C:6]([N:8]1[CH2:14][CH2:13][CH2:12][N:11]([C:15]([C:17]2[CH:18]=[C:19]3[C:23](=[CH:24][CH:25]=2)[NH:22][C:21]([C:26]([OH:28])=O)=[CH:20]3)=[O:16])[CH2:10][CH2:9]1)=[O:7])([CH3:4])([CH3:3])[CH3:2].[CH3:29][N:30]([CH3:39])[C:31]([N:33]1[CH2:38][CH2:37][NH:36][CH2:35][CH2:34]1)=[O:32], predict the reaction product.